Task: Predict the reaction yield, written as a fraction of the theoretical maximum amount of product (1.0 means a 100% yield; for example, 0.34 means a 34% yield).. Dataset: Reaction yield outcomes from USPTO patents with 853,638 reactions (1) The reactants are Cl[C:2]1[N:7]=[C:6]([NH:8][CH2:9][CH2:10][CH3:11])[N:5]=[C:4]([NH:12][CH2:13][CH2:14][CH3:15])[N:3]=1.Cl.[CH2:17]([O:19][NH:20][CH3:21])[CH3:18]. No catalyst specified. The product is [CH2:13]([NH:12][C:4]1[N:5]=[C:6]([NH:8][CH2:9][CH2:10][CH3:11])[N:7]=[C:2]([N:20]([CH3:21])[O:19][CH2:17][CH3:18])[N:3]=1)[CH2:14][CH3:15]. The yield is 0.930. (2) The reactants are [BrH:1].[NH2:2][CH:3]1[CH2:8][CH2:7][O:6][C:4]1=[O:5]. The catalyst is Br.CC(O)=O. The product is [BrH:1].[NH2:2][CH:3]([CH2:8][CH2:7][Br:1])[C:4]([OH:6])=[O:5]. The yield is 0.640. (3) The yield is 0.990. The catalyst is C(O)(=O)C.CO. The reactants are [CH3:1][O:2][C:3]1[CH:4]=[C:5]([CH2:11][C:12](=O)[CH3:13])[CH:6]=[CH:7][C:8]=1[O:9][CH3:10].C([O-])(=O)C.[NH4+].C([O-])(=O)C.[Na+].C([BH3-])#[N:26].[Na+]. The product is [CH3:1][O:2][C:3]1[CH:4]=[C:5]([CH2:11][CH:12]([NH2:26])[CH3:13])[CH:6]=[CH:7][C:8]=1[O:9][CH3:10]. (4) The reactants are Br[C:2]1[CH:10]=[CH:9][CH:8]=[C:7]2[C:3]=1[CH2:4][CH2:5][C:6]2=[O:11].[C:12]([B-](F)(F)F)([CH3:14])=[CH2:13].[K+]. No catalyst specified. The product is [C:12]([C:2]1[CH:10]=[CH:9][CH:8]=[C:7]2[C:3]=1[CH2:4][CH2:5][C:6]2=[O:11])([CH3:14])=[CH2:13]. The yield is 0.670.